Dataset: Forward reaction prediction with 1.9M reactions from USPTO patents (1976-2016). Task: Predict the product of the given reaction. (1) Given the reactants [CH2:1]([O:3][C:4]([C:6]1[O:10][C:9]([C:11]2[CH2:16][CH2:15][CH2:14][CH2:13][CH:12]=2)=[N:8][C:7]=1[CH2:17][N:18]1[CH2:23][CH2:22][O:21][CH2:20][CH2:19]1)=[O:5])[CH3:2], predict the reaction product. The product is: [CH2:1]([O:3][C:4]([C:6]1[O:10][C:9]([CH:11]2[CH2:16][CH2:15][CH2:14][CH2:13][CH2:12]2)=[N:8][C:7]=1[CH2:17][N:18]1[CH2:19][CH2:20][O:21][CH2:22][CH2:23]1)=[O:5])[CH3:2]. (2) Given the reactants C[Si](C)(C)[C:3]#[C:4][C:5]1[S:6][CH:7]=[CH:8][CH:9]=1.[C:12]1([N:18]=[N+:19]=[N-:20])[CH:17]=[CH:16][CH:15]=[CH:14][CH:13]=1.CN(C)CCN(C)CCN(C)C.CCCC[N+](CCCC)(CCCC)CCCC.[F-], predict the reaction product. The product is: [C:12]1([N:18]2[CH:3]=[C:4]([C:5]3[S:6][CH:7]=[CH:8][CH:9]=3)[N:20]=[N:19]2)[CH:17]=[CH:16][CH:15]=[CH:14][CH:13]=1. (3) Given the reactants [F:1][C:2]1[CH:28]=[CH:27][CH:26]=[CH:25][C:3]=1[CH2:4][N:5]1[C:13]2[C:8](=[CH:9][CH:10]=[CH:11][CH:12]=2)[C:7]([C:14]2[N:19]=[C:18]([O-:20])[C:17]([C:21](OC)=[O:22])=[CH:16][N:15]=2)=[N:6]1.[Na+:29].CO.[NH3:32], predict the reaction product. The product is: [C:21]([C:17]1[C:18]([O-:20])=[N:19][C:14]([C:7]2[C:8]3[C:13](=[CH:12][CH:11]=[CH:10][CH:9]=3)[N:5]([CH2:4][C:3]3[CH:25]=[CH:26][CH:27]=[CH:28][C:2]=3[F:1])[N:6]=2)=[N:15][CH:16]=1)(=[O:22])[NH2:32].[Na+:29]. (4) Given the reactants [CH:1]1[C:6]([F:7])=[CH:5][C:4]([F:8])=[CH:3][C:2]=1[CH2:9][CH:10]([NH2:14])[C:11]([OH:13])=[O:12].S(Cl)([Cl:17])=O.[CH3:19]O, predict the reaction product. The product is: [ClH:17].[NH2:14][CH:10]([CH2:9][C:2]1[CH:3]=[C:4]([F:8])[CH:5]=[C:6]([F:7])[CH:1]=1)[C:11]([O:13][CH3:19])=[O:12]. (5) Given the reactants [CH:1]1[CH:6]=[CH:5][C:4]([O:7][C:8]2[CH:13]=[CH:12][C:11]([F:14])=[CH:10][CH:9]=2)=[CH:3][CH:2]=1.Cl[S:16]([OH:19])(=[O:18])=[O:17], predict the reaction product. The product is: [F:14][C:11]1[CH:10]=[CH:9][C:8]([O:7][C:4]2[CH:3]=[CH:2][C:1]([S:16]([OH:19])(=[O:18])=[O:17])=[CH:6][CH:5]=2)=[CH:13][CH:12]=1. (6) The product is: [NH2:24][C@H:10]1[CH2:11][C:12]2[C:17](=[CH:16][CH:15]=[CH:14][CH:13]=2)[C@H:9]1[N:7]([C:5]([O:4][C:2]([CH3:23])([CH3:3])[CH3:1])=[O:6])[CH3:8]. Given the reactants [CH3:1][C:2]([CH3:23])([O:4][C:5]([N:7]([C@@H:9]1[C:17]2[C:12](=[CH:13][CH:14]=[CH:15][CH:16]=2)[CH2:11][C@@H:10]1OS(C)(=O)=O)[CH3:8])=[O:6])[CH3:3].[N-:24]=[N+]=[N-].[Na+], predict the reaction product.